Predict the reactants needed to synthesize the given product. From a dataset of Full USPTO retrosynthesis dataset with 1.9M reactions from patents (1976-2016). (1) Given the product [CH2:18]([N:3]([CH2:1][CH3:2])[CH2:4][CH2:5][CH2:6][C:7]1[CH:8]=[C:9]2[C:13](=[CH:14][CH:15]=1)[NH:12][C:11]([CH:16]=[O:17])=[CH:10]2)[CH3:19], predict the reactants needed to synthesize it. The reactants are: [CH2:1]([N:3]([CH2:18][CH3:19])[CH2:4][CH2:5][CH2:6][C:7]1[CH:8]=[C:9]2[C:13](=[CH:14][CH:15]=1)[NH:12][C:11]([CH2:16][OH:17])=[CH:10]2)[CH3:2]. (2) Given the product [NH2:16][C:13]1[CH:14]=[CH:15][C:10]([C:9]2[CH:8]3[CH:4]([CH2:5][CH2:6][CH2:7]3)[C:3](=[O:24])[C:2]=2[Br:1])=[CH:11][C:12]=1[CH3:23], predict the reactants needed to synthesize it. The reactants are: [Br:1][C:2]1[C:3](=[O:24])[CH:4]2[CH:8]([C:9]=1[C:10]1[CH:15]=[CH:14][C:13]([N:16](CC=C)CC=C)=[C:12]([CH3:23])[CH:11]=1)[CH2:7][CH2:6][CH2:5]2.CN1C(=O)CC(=O)N(C)C1=O.